From a dataset of NCI-60 drug combinations with 297,098 pairs across 59 cell lines. Regression. Given two drug SMILES strings and cell line genomic features, predict the synergy score measuring deviation from expected non-interaction effect. Cell line: OVCAR3. Drug 2: COC1=C2C(=CC3=C1OC=C3)C=CC(=O)O2. Synergy scores: CSS=0.665, Synergy_ZIP=4.78, Synergy_Bliss=-2.45, Synergy_Loewe=1.21, Synergy_HSA=-5.33. Drug 1: C1=CN(C=N1)CC(O)(P(=O)(O)O)P(=O)(O)O.